This data is from Reaction yield outcomes from USPTO patents with 853,638 reactions. The task is: Predict the reaction yield, written as a fraction of the theoretical maximum amount of product (1.0 means a 100% yield; for example, 0.34 means a 34% yield). The reactants are [OH:1][C:2]1[CH:10]=[CH:9][C:8]([C:11]2[N:12]([C:37]([O:39][C:40]([CH3:43])([CH3:42])[CH3:41])=[O:38])[C:13]3[C:18]([CH:19]=2)=[CH:17][C:16]([CH2:20][N:21]2[CH2:26][CH2:25][N:24]([CH2:27][CH2:28][O:29][Si:30]([C:33]([CH3:36])([CH3:35])[CH3:34])([CH3:32])[CH3:31])[CH2:23][CH2:22]2)=[CH:15][CH:14]=3)=[C:7]2[C:3]=1[CH2:4][NH:5][C:6]2=[O:44].C(N(CC)CC)C.[F:52][C:53]([F:59])([F:58])[S:54](Cl)(=[O:56])=[O:55]. The catalyst is ClCCl. The product is [F:52][C:53]([F:59])([F:58])[S:54]([O:1][C:2]1[CH:10]=[CH:9][C:8]([C:11]2[N:12]([C:37]([O:39][C:40]([CH3:43])([CH3:42])[CH3:41])=[O:38])[C:13]3[C:18]([CH:19]=2)=[CH:17][C:16]([CH2:20][N:21]2[CH2:22][CH2:23][N:24]([CH2:27][CH2:28][O:29][Si:30]([C:33]([CH3:36])([CH3:34])[CH3:35])([CH3:32])[CH3:31])[CH2:25][CH2:26]2)=[CH:15][CH:14]=3)=[C:7]2[C:3]=1[CH2:4][NH:5][C:6]2=[O:44])(=[O:56])=[O:55]. The yield is 0.770.